The task is: Predict the product of the given reaction.. This data is from Forward reaction prediction with 1.9M reactions from USPTO patents (1976-2016). (1) Given the reactants [CH:1]1([C:7]2[CH:8]=[C:9]([CH:12]=[CH:13][C:14]=2[O:15][CH3:16])[CH:10]=O)[CH2:6][CH2:5][CH2:4][CH2:3][CH2:2]1.[CH3:17][C:18]1[CH:26]=[CH:25][CH:24]=[C:23]2[C:19]=1[CH2:20][C:21](=[O:27])[NH:22]2, predict the reaction product. The product is: [CH:1]1([C:7]2[CH:8]=[C:9]([CH:12]=[CH:13][C:14]=2[O:15][CH3:16])[CH:10]=[C:20]2[C:19]3[C:23](=[CH:24][CH:25]=[CH:26][C:18]=3[CH3:17])[NH:22][C:21]2=[O:27])[CH2:6][CH2:5][CH2:4][CH2:3][CH2:2]1. (2) The product is: [CH3:35][O:34][C:27]1[C:26]([CH3:36])=[C:25]([C:23]([C:20]2[CH:21]=[C:22]3[C:17](=[CH:18][CH:19]=2)[NH:16][CH:4]=[C:5]([C:6]([O:8][CH2:9][CH3:10])=[O:7])[C:11]3=[O:13])=[O:24])[N:33]2[C:28]=1[CH:29]=[CH:30][CH:31]=[CH:32]2. Given the reactants CCO[CH:4]=[C:5]([C:11]([O:13]CC)=O)[C:6]([O:8][CH2:9][CH3:10])=[O:7].[NH2:16][C:17]1[CH:22]=[CH:21][C:20]([C:23]([C:25]2[N:33]3[C:28]([CH:29]=[CH:30][CH:31]=[CH:32]3)=[C:27]([O:34][CH3:35])[C:26]=2[CH3:36])=[O:24])=[CH:19][CH:18]=1.C(OC(C)C)(C)C.CCCCC, predict the reaction product. (3) Given the reactants [C:1]1([N:7]2[C:11]([C:12]3[CH:17]=[CH:16][CH:15]=[C:14]([CH2:18][CH2:19][CH3:20])[CH:13]=3)=[CH:10][C:9]([NH2:21])=[N:8]2)[CH:6]=[CH:5][CH:4]=[CH:3][CH:2]=1.[C:22]([O:26][C:27]([NH:29][C@H:30]([CH2:34][NH:35][C:36]([O:38][C:39]([CH3:42])([CH3:41])[CH3:40])=[O:37])[C:31](O)=[O:32])=[O:28])([CH3:25])([CH3:24])[CH3:23].C1C=CC2N(O)N=NC=2C=1.CCN=C=NCCCN(C)C.Cl, predict the reaction product. The product is: [C:39]([O:38][C:36](=[O:37])[NH:35][CH2:34][C@@H:30]([NH:29][C:27]([O:26][C:22]([CH3:25])([CH3:24])[CH3:23])=[O:28])[C:31](=[O:32])[NH:21][C:9]1[CH:10]=[C:11]([C:12]2[CH:17]=[CH:16][CH:15]=[C:14]([CH2:18][CH2:19][CH3:20])[CH:13]=2)[N:7]([C:1]2[CH:6]=[CH:5][CH:4]=[CH:3][CH:2]=2)[N:8]=1)([CH3:42])([CH3:41])[CH3:40]. (4) Given the reactants [N:1]1([CH2:6][CH2:7][CH2:8][CH2:9][CH2:10][CH2:11][C:12]#[N:13])[CH:5]=[CH:4][N:3]=[CH:2]1.[Br:14][CH2:15][CH2:16][CH2:17][CH2:18][CH2:19][CH2:20][C:21]#[N:22], predict the reaction product. The product is: [Br-:14].[C:12]([CH2:11][CH2:10][CH2:9][CH2:8][CH2:7][CH2:6][N:1]1[CH:5]=[CH:4][N+:3]([CH2:15][CH2:16][CH2:17][CH2:18][CH2:19][CH2:20][C:21]#[N:22])=[CH:2]1)#[N:13]. (5) Given the reactants [NH2:1][C:2]1[CH:3]=[C:4]2[C:8](=[CH:9][CH:10]=1)[NH:7][CH:6]=[C:5]2[C:11]([NH2:13])=[O:12].CO[CH:16](OC)[N:17]([CH3:19])[CH3:18], predict the reaction product. The product is: [CH3:16][N:17]([CH:19]=[N:1][C:2]1[CH:3]=[C:4]2[C:8](=[CH:9][CH:10]=1)[NH:7][CH:6]=[C:5]2[C:11]([NH2:13])=[O:12])[CH3:18]. (6) Given the reactants [F:1][C:2]([F:21])([F:20])[C:3]1[CH:4]=[C:5]([C:9]2[CH:18]=[CH:17][C:16]3[C:11](=[C:12]([NH2:19])[CH:13]=[CH:14][CH:15]=3)[N:10]=2)[CH:6]=[CH:7][CH:8]=1.[N:22]1[CH:27]=[CH:26][CH:25]=[C:24]([CH:28]=O)[CH:23]=1.C(O)(=O)C.[BH3-]C#N.[Na+], predict the reaction product. The product is: [N:22]1[CH:27]=[CH:26][CH:25]=[C:24]([CH2:28][NH:19][C:12]2[CH:13]=[CH:14][CH:15]=[C:16]3[C:11]=2[N:10]=[C:9]([C:5]2[CH:6]=[CH:7][CH:8]=[C:3]([C:2]([F:1])([F:20])[F:21])[CH:4]=2)[CH:18]=[CH:17]3)[CH:23]=1.